From a dataset of Full USPTO retrosynthesis dataset with 1.9M reactions from patents (1976-2016). Predict the reactants needed to synthesize the given product. (1) Given the product [N:41]1([C:2]2[CH:26]=[CH:25][C:5]([C:6]([NH:8][C:9]3[CH:24]=[CH:23][CH:22]=[CH:21][C:10]=3[C:11]([NH:13][C:14]3[CH:19]=[CH:18][C:17]([Cl:20])=[CH:16][N:15]=3)=[O:12])=[O:7])=[C:4]([O:27][CH:28]3[CH2:33][CH2:32][N:31]([C:34]([O:36][C:37]([CH3:40])([CH3:39])[CH3:38])=[O:35])[CH2:30][CH2:29]3)[CH:3]=2)[CH2:46][CH2:45][O:44][CH2:43][CH2:42]1, predict the reactants needed to synthesize it. The reactants are: F[C:2]1[CH:26]=[CH:25][C:5]([C:6]([NH:8][C:9]2[CH:24]=[CH:23][CH:22]=[CH:21][C:10]=2[C:11]([NH:13][C:14]2[CH:19]=[CH:18][C:17]([Cl:20])=[CH:16][N:15]=2)=[O:12])=[O:7])=[C:4]([O:27][CH:28]2[CH2:33][CH2:32][N:31]([C:34]([O:36][C:37]([CH3:40])([CH3:39])[CH3:38])=[O:35])[CH2:30][CH2:29]2)[CH:3]=1.[NH:41]1[CH2:46][CH2:45][O:44][CH2:43][CH2:42]1. (2) Given the product [C:38]([C:33]1[CH:34]=[C:35]2[C:30](=[C:31]([F:42])[CH:32]=1)[C:29](=[O:43])[N:28]([C:7]1[C:6]([CH2:5][OH:4])=[C:11]([C:12]3[CH:17]=[C:16]([NH:18][C:19]4[CH:23]=[CH:22][N:21]([CH2:24][CH3:25])[N:20]=4)[C:15](=[O:26])[N:14]([CH3:27])[CH:13]=3)[CH:10]=[CH:9][N:8]=1)[N:37]=[CH:36]2)([CH3:40])([CH3:39])[CH3:41], predict the reactants needed to synthesize it. The reactants are: C([O:4][CH2:5][C:6]1[C:7]([N:28]2[N:37]=[CH:36][C:35]3[C:30](=[C:31]([F:42])[CH:32]=[C:33]([C:38]([CH3:41])([CH3:40])[CH3:39])[CH:34]=3)[C:29]2=[O:43])=[N:8][CH:9]=[CH:10][C:11]=1[C:12]1[CH:17]=[C:16]([NH:18][C:19]2[CH:23]=[CH:22][N:21]([CH2:24][CH3:25])[N:20]=2)[C:15](=[O:26])[N:14]([CH3:27])[CH:13]=1)(=O)C.C1COCC1.O.